This data is from Full USPTO retrosynthesis dataset with 1.9M reactions from patents (1976-2016). The task is: Predict the reactants needed to synthesize the given product. (1) Given the product [Br:3][C:4]1[CH:9]=[CH:8][C:7]([C@@H:10]([CH2:14][OH:15])[CH2:11][C:12]#[N:13])=[C:6]([O:25][CH3:26])[CH:5]=1, predict the reactants needed to synthesize it. The reactants are: [BH4-].[Na+].[Br:3][C:4]1[CH:9]=[CH:8][C:7]([C@@H:10]([C:14](N2[C@@H](C(C)C)COC2=O)=[O:15])[CH2:11][C:12]#[N:13])=[C:6]([O:25][CH3:26])[CH:5]=1.OS([O-])(=O)=O.[K+].[O-]S([O-])(=O)=O.[Na+].[Na+]. (2) The reactants are: Br[C:2]1[CH:6]=[CH:5][S:4][CH:3]=1.[C:7]([O:11][C:12]([CH3:15])([CH3:14])[CH3:13])(=[O:10])[NH:8][NH2:9].C(=O)([O-])[O-].[Cs+].[Cs+].OC1CN[C@H](C(O)=O)C1. Given the product [S:4]1[CH:5]=[CH:6][C:2]([N:8]([C:7]([O:11][C:12]([CH3:15])([CH3:14])[CH3:13])=[O:10])[NH2:9])=[CH:3]1, predict the reactants needed to synthesize it. (3) Given the product [CH2:1]([S:3]([C:6]1[CH:7]=[C:8]([C:12]2[CH:20]=[CH:19][C:18]([O:21][CH2:43][CH:44]([OH:47])[CH3:45])=[C:17]3[C:13]=2[C:14]2[CH:25]=[C:24]([CH3:26])[CH:23]=[N:22][C:15]=2[NH:16]3)[CH:9]=[CH:10][CH:11]=1)(=[O:5])=[O:4])[CH3:2], predict the reactants needed to synthesize it. The reactants are: [CH2:1]([S:3]([C:6]1[CH:7]=[C:8]([C:12]2[CH:20]=[CH:19][C:18]([OH:21])=[C:17]3[C:13]=2[C:14]2[CH:25]=[C:24]([CH3:26])[CH:23]=[N:22][C:15]=2[NH:16]3)[CH:9]=[CH:10][CH:11]=1)(=[O:5])=[O:4])[CH3:2].C(S(C1C=C(C2C=[CH:45][C:44]([O:47][C@H](C)CO)=[C:43]3C=2C2C=C(C)C=NC=2N3)C=CC=1)(=O)=O)C. (4) Given the product [Cl:1][C:2]1[CH:7]=[CH:6][C:5]([C@@:8]([N:14]2[C:22]3[C:17](=[C:18]([NH:23][S:24]([CH3:27])(=[O:26])=[O:25])[CH:19]=[CH:20][CH:21]=3)[CH:16]=[CH:15]2)([C:9]2[NH:38][N:37]=[C:30]([C:31]3[CH:36]=[CH:35][CH:34]=[CH:33][CH:32]=3)[N:29]=2)[CH2:12][CH3:13])=[CH:4][CH:3]=1, predict the reactants needed to synthesize it. The reactants are: [Cl:1][C:2]1[CH:7]=[CH:6][C:5]([C@:8]([N:14]2[C:22]3[C:17](=[C:18]([NH:23][S:24]([CH3:27])(=[O:26])=[O:25])[CH:19]=[CH:20][CH:21]=3)[CH:16]=[CH:15]2)([CH2:12][CH3:13])[C:9](O)=O)=[CH:4][CH:3]=1.[I-].[NH:29]=[C:30]([NH2+:37][NH2:38])[C:31]1[CH:36]=[CH:35][CH:34]=[CH:33][CH:32]=1. (5) The reactants are: [CH:1]1[C:14]2[C:5](=[CH:6][C:7]3[C:12]([C:13]=2[CH2:15][O:16][C:17]2[C:18]4[O:31][N:30]=[C:29]([C:32]5[CH:37]=[CH:36][CH:35]=[CH:34][CH:33]=5)[C:19]=4[C:20](I)=[N:21][C:22]=2[C:23]([O:25][CH2:26][CH3:27])=[O:24])=[CH:11][CH:10]=[CH:9][CH:8]=3)[CH:4]=[CH:3][CH:2]=1.[CH2:38]([B-](F)(F)F)[C:39]1[CH:44]=[CH:43][CH:42]=[CH:41][CH:40]=1.[K+].C(=O)([O-])[O-].[Cs+].[Cs+]. Given the product [CH:1]1[C:14]2[C:5](=[CH:6][C:7]3[C:12]([C:13]=2[CH2:15][O:16][C:17]2[C:18]4[O:31][N:30]=[C:29]([C:32]5[CH:37]=[CH:36][CH:35]=[CH:34][CH:33]=5)[C:19]=4[C:20]([CH2:38][C:39]4[CH:44]=[CH:43][CH:42]=[CH:41][CH:40]=4)=[N:21][C:22]=2[C:23]([O:25][CH2:26][CH3:27])=[O:24])=[CH:11][CH:10]=[CH:9][CH:8]=3)[CH:4]=[CH:3][CH:2]=1, predict the reactants needed to synthesize it. (6) Given the product [NH2:15][C:12]1[CH:11]=[CH:10][C:9]([NH:8][C:1](=[O:3])[C:18]2[CH:22]=[CH:23][CH:24]=[C:25]([C:26]([F:29])([F:28])[F:27])[C:17]=2[F:16])=[CH:14][CH:13]=1, predict the reactants needed to synthesize it. The reactants are: [C:1]([NH:8][C:9]1[CH:14]=[CH:13][C:12]([NH2:15])=[CH:11][CH:10]=1)([O:3]C(C)(C)C)=O.[F:16][C:17]1[C:25]([C:26]([F:29])([F:28])[F:27])=[CH:24][CH:23]=[CH:22][C:18]=1C(Cl)=O. (7) Given the product [C:17]([O:21][C:22](=[O:23])[NH:24][CH2:25][C:26]1[CH:27]=[CH:28][C:29]([N:7]2[C:8]3[C:4](=[CH:3][C:2]([F:1])=[CH:10][CH:9]=3)[CH:5]=[C:6]2[C:11]2[O:15][N:14]=[C:13]([CH3:16])[N:12]=2)=[CH:30][CH:31]=1)([CH3:20])([CH3:18])[CH3:19], predict the reactants needed to synthesize it. The reactants are: [F:1][C:2]1[CH:3]=[C:4]2[C:8](=[CH:9][CH:10]=1)[NH:7][C:6]([C:11]1[O:15][N:14]=[C:13]([CH3:16])[N:12]=1)=[CH:5]2.[C:17]([O:21][C:22]([NH:24][CH2:25][C:26]1[CH:31]=[CH:30][C:29](B(O)O)=[CH:28][CH:27]=1)=[O:23])([CH3:20])([CH3:19])[CH3:18].C(N(CC)C(C)C)(C)C. (8) Given the product [F:1][C:2]1[CH:8]=[CH:7][CH:6]=[CH:5][C:3]=1[NH:4][C:9](=[O:14])[CH2:10][C:11](=[O:12])[CH3:13], predict the reactants needed to synthesize it. The reactants are: [F:1][C:2]1[CH:8]=[CH:7][CH:6]=[CH:5][C:3]=1[NH2:4].[C:9](OC)(=[O:14])[CH2:10][C:11]([CH3:13])=[O:12]. (9) The reactants are: [C:1]1([S:7]([CH2:10][C:11]2[C:16]([C:17]([O:19][CH3:20])=[O:18])=[C:15]([O:21][CH3:22])[C:14]([C:23](=O)[CH2:24]Br)=[CH:13][CH:12]=2)(=[O:9])=[O:8])[CH:6]=[CH:5][CH:4]=[CH:3][CH:2]=1.[CH:27]([O-:29])=O.[NH4+:30]. Given the product [C:1]1([S:7]([CH2:10][C:11]2[C:16]([C:17]([O:19][CH3:20])=[O:18])=[C:15]([O:21][CH3:22])[C:14]([C:23]3[N:30]=[CH:27][O:29][CH:24]=3)=[CH:13][CH:12]=2)(=[O:8])=[O:9])[CH:6]=[CH:5][CH:4]=[CH:3][CH:2]=1, predict the reactants needed to synthesize it. (10) Given the product [ClH:26].[CH3:27][N:28]([C:32]1[CH:37]=[CH:36][C:35]([S:38]([CH:41]([CH3:43])[CH3:42])(=[O:40])=[O:39])=[C:34]([C@@H:44]2[CH2:48][CH2:47][CH2:46][NH:45]2)[CH:33]=1)[C:29](=[O:30])[OH:31], predict the reactants needed to synthesize it. The reactants are: NC1C=CC(S(C(C)C)(=O)=O)=C([C@@H]2CCCN2C(OC(C)(C)C)=O)C=1.[ClH:26].[CH3:27][N:28]([C:32]1[CH:37]=[CH:36][C:35]([S:38]([CH:41]([CH3:43])[CH3:42])(=[O:40])=[O:39])=[C:34]([C@H:44]2[CH2:48][CH2:47][CH2:46][NH:45]2)[CH:33]=1)[C:29](=[O:31])[OH:30].